From a dataset of Peptide-MHC class I binding affinity with 185,985 pairs from IEDB/IMGT. Regression. Given a peptide amino acid sequence and an MHC pseudo amino acid sequence, predict their binding affinity value. This is MHC class I binding data. (1) The peptide sequence is GSVVASQIF. The MHC is HLA-B07:02 with pseudo-sequence HLA-B07:02. The binding affinity (normalized) is 0.0847. (2) The peptide sequence is YTVKYPPL. The MHC is H-2-Db with pseudo-sequence H-2-Db. The binding affinity (normalized) is 0.0193. (3) The peptide sequence is IITGNKVKT. The MHC is HLA-A02:01 with pseudo-sequence HLA-A02:01. The binding affinity (normalized) is 0. (4) The peptide sequence is TESFDAWNNTV. The MHC is Mamu-B01 with pseudo-sequence Mamu-B01. The binding affinity (normalized) is 0. (5) The peptide sequence is DSPATLSAY. The MHC is HLA-A02:03 with pseudo-sequence HLA-A02:03. The binding affinity (normalized) is 0.0847. (6) The peptide sequence is MTRGLLGSY. The MHC is HLA-B07:02 with pseudo-sequence HLA-B07:02. The binding affinity (normalized) is 0.0847. (7) The peptide sequence is VEAVMYMGT. The MHC is HLA-B44:03 with pseudo-sequence HLA-B44:03. The binding affinity (normalized) is 0.188. (8) The peptide sequence is DLKLVDVKL. The MHC is HLA-B07:02 with pseudo-sequence HLA-B07:02. The binding affinity (normalized) is 0.0847. (9) The peptide sequence is AITDNGPMPY. The MHC is HLA-A03:01 with pseudo-sequence HLA-A03:01. The binding affinity (normalized) is 0.489. (10) The peptide sequence is ILSPLTKGIL. The MHC is HLA-A02:03 with pseudo-sequence HLA-A02:03. The binding affinity (normalized) is 0.551.